From a dataset of Reaction yield outcomes from USPTO patents with 853,638 reactions. Predict the reaction yield, written as a fraction of the theoretical maximum amount of product (1.0 means a 100% yield; for example, 0.34 means a 34% yield). (1) The reactants are [CH2:1]([O:3][C:4]1[C:8]([CH2:9][C:10]([O:12][CH2:13][CH3:14])=[O:11])=[CH:7][NH:6][N:5]=1)[CH3:2].[H-].[Na+].CN(C)C=O.Cl[C:23]1[CH:28]=[CH:27][C:26]([C:29]([F:32])([F:31])[F:30])=[CH:25][N:24]=1. The catalyst is O. The product is [CH2:1]([O:3][C:4]1[C:8]([CH2:9][C:10]([O:12][CH2:13][CH3:14])=[O:11])=[CH:7][N:6]([C:23]2[CH:28]=[CH:27][C:26]([C:29]([F:32])([F:31])[F:30])=[CH:25][N:24]=2)[N:5]=1)[CH3:2]. The yield is 0.410. (2) The yield is 0.694. The catalyst is CCOCC.C(=O)([O-])O.[Na+]. The reactants are [CH3:1][C:2]([C:4]1[O:5][C:6]2[CH:12]=[CH:11][CH:10]=[CH:9][C:7]=2[CH:8]=1)=[O:3].[Br:13]Br. The product is [Br:13][CH2:1][C:2]([C:4]1[O:5][C:6]2[CH:12]=[CH:11][CH:10]=[CH:9][C:7]=2[CH:8]=1)=[O:3]. (3) The reactants are [N+:1]([C:4]1[CH:9]=[C:8]([CH2:10][CH2:11][CH2:12][CH2:13][CH2:14][CH2:15][CH2:16][CH3:17])[CH:7]=[CH:6][C:5]=1[OH:18])([O-])=O. The catalyst is C(O)(=O)C.O.[Fe]. The product is [NH2:1][C:4]1[CH:9]=[C:8]([CH2:10][CH2:11][CH2:12][CH2:13][CH2:14][CH2:15][CH2:16][CH3:17])[CH:7]=[CH:6][C:5]=1[OH:18]. The yield is 0.670. (4) The reactants are [Br:1][C:2]1[CH:7]=[CH:6][C:5]([C:8](=[O:12])[CH:9]([OH:11])[OH:10])=[CH:4][C:3]=1[F:13].C([O-])([O-])O[CH2:16][CH3:17].[C:20]1(C)C=CC=C[CH:21]=1. The catalyst is C(OCC)(=O)C.C1(C)C=CC(S(O)(=O)=O)=CC=1. The product is [Br:1][C:2]1[CH:7]=[CH:6][C:5]([C:8](=[O:12])[CH:9]([O:10][CH2:16][CH3:17])[O:11][CH2:20][CH3:21])=[CH:4][C:3]=1[F:13]. The yield is 0.930. (5) The product is [F:25][C:19]1[CH:20]=[C:21]([F:24])[CH:22]=[CH:23][C:18]=1[O:17][C:14]1[CH:15]=[C:16]2[C:11](=[CH:12][C:13]=1[C:26]([NH:34][C@H:35]1[CH2:39][CH2:38][NH:37][C:36]1=[O:40])=[O:28])[N:10]([CH2:29][C:30]([F:33])([CH3:32])[CH3:31])[N:9]=[CH:8]2. The yield is 0.990. The catalyst is ClCCl.C(OCC)(=O)C. The reactants are O=C1CCC(=O)N1[C:8]1[C:16]2[C:11](=[CH:12][C:13]([C:26]([O-:28])=O)=[C:14]([O:17][C:18]3[CH:23]=[CH:22][C:21]([F:24])=[CH:20][C:19]=3[F:25])[CH:15]=2)[N:10]([CH2:29][C:30]([F:33])([CH3:32])[CH3:31])[N:9]=1.[NH2:34][C@H:35]1[CH2:39][CH2:38][NH:37][C:36]1=[O:40]. (6) The reactants are Cl[C:2]1[N:11]=[C:10]([C:12]2[CH:17]=[CH:16][CH:15]=[CH:14][N:13]=2)[C:9]2[C:4](=[CH:5][CH:6]=[CH:7][CH:8]=2)[N:3]=1.[NH2:18][C:19]1[CH:27]=[CH:26][C:22]([C:23]([OH:25])=O)=[CH:21][CH:20]=1.[CH3:28][N:29]([CH2:31][C:32]1[CH:33]=[CH:34][C:35]([CH3:39])=[C:36]([CH:38]=1)[NH2:37])[CH3:30].CN(C(ON1N=NC2C=CC=NC1=2)=[N+](C)C)C.F[P-](F)(F)(F)(F)F.CCN(C(C)C)C(C)C. The catalyst is C(O)CCC.C(OCC)(=O)C. The product is [CH3:30][N:29]([CH2:31][C:32]1[CH:33]=[CH:34][C:35]([CH3:39])=[C:36]([NH:37][C:23](=[O:25])[C:22]2[CH:21]=[CH:20][C:19]([NH:18][C:2]3[N:11]=[C:10]([C:12]4[CH:17]=[CH:16][CH:15]=[CH:14][N:13]=4)[C:9]4[C:4](=[CH:5][CH:6]=[CH:7][CH:8]=4)[N:3]=3)=[CH:27][CH:26]=2)[CH:38]=1)[CH3:28]. The yield is 0.160.